From a dataset of Peptide-MHC class II binding affinity with 134,281 pairs from IEDB. Regression. Given a peptide amino acid sequence and an MHC pseudo amino acid sequence, predict their binding affinity value. This is MHC class II binding data. (1) The peptide sequence is YLGKREDQWCGSLIGLT. The MHC is DRB1_1501 with pseudo-sequence DRB1_1501. The binding affinity (normalized) is 0.263. (2) The peptide sequence is EPTAAPAEPEAPAPE. The MHC is DRB1_0301 with pseudo-sequence DRB1_0301. The binding affinity (normalized) is 0. (3) The peptide sequence is MAEMKTDAATLAQEA. The MHC is DRB1_0405 with pseudo-sequence DRB1_0405. The binding affinity (normalized) is 0.411. (4) The peptide sequence is GTKTPVSPGEMRLRD. The MHC is HLA-DQA10102-DQB10501 with pseudo-sequence HLA-DQA10102-DQB10501. The binding affinity (normalized) is 0.